From a dataset of Catalyst prediction with 721,799 reactions and 888 catalyst types from USPTO. Predict which catalyst facilitates the given reaction. (1) Reactant: [CH3:1][O:2][C:3](=[O:13])[C:4]1[CH:9]=[C:8]([CH3:10])[CH:7]=[C:6]([CH2:11][OH:12])[CH:5]=1.[Cr](Cl)([O-])(=O)=O.[NH+]1C=CC=CC=1. Product: [CH3:1][O:2][C:3](=[O:13])[C:4]1[CH:9]=[C:8]([CH3:10])[CH:7]=[C:6]([CH:11]=[O:12])[CH:5]=1. The catalyst class is: 363. (2) Reactant: CN([C:4](=[CH2:13])[C:5]([C:7]1[CH:8]=[N:9][CH:10]=[CH:11][CH:12]=1)=O)C.[N+]([O-])(O)=O.[CH3:18][C:19]1[CH:24]=[CH:23][C:22]([N+:25]([O-:27])=[O:26])=[CH:21][C:20]=1[NH:28][C:29]([NH2:31])=[NH:30].[OH-].[Na+]. Product: [CH3:18][C:19]1[CH:24]=[CH:23][C:22]([N+:25]([O-:27])=[O:26])=[CH:21][C:20]=1[NH:28][C:29]1[N:31]=[C:5]([C:7]2[CH:8]=[N:9][CH:10]=[CH:11][CH:12]=2)[CH:4]=[CH:13][N:30]=1. The catalyst class is: 32. (3) Reactant: [Cl:1][C:2]1[CH:31]=[CH:30][C:5]2[NH:6][C:7](=[O:29])[CH:8]([CH2:18][C:19]3[CH:28]=[CH:27][C:26]4[C:21](=[CH:22][CH:23]=[CH:24][CH:25]=4)[CH:20]=3)[N:9]=[C:10]([N:11]3[CH2:16][CH2:15][C:14](=[O:17])[CH2:13][CH2:12]3)[C:4]=2[CH:3]=1.[CH3:32][O:33][C:34]1[CH:39]=[CH:38][C:37]([Mg]Br)=[CH:36][CH:35]=1. Product: [Cl:1][C:2]1[CH:31]=[CH:30][C:5]2[NH:6][C:7](=[O:29])[CH:8]([CH2:18][C:19]3[CH:28]=[CH:27][C:26]4[C:21](=[CH:22][CH:23]=[CH:24][CH:25]=4)[CH:20]=3)[N:9]=[C:10]([N:11]3[CH2:12][CH2:13][C:14]([OH:17])([C:37]4[CH:38]=[CH:39][C:34]([O:33][CH3:32])=[CH:35][CH:36]=4)[CH2:15][CH2:16]3)[C:4]=2[CH:3]=1. The catalyst class is: 7. (4) Reactant: Br[C:2]1[CH:3]=[N:4][C:5]([N:8]2[CH2:13][CH2:12][CH:11]([N:14]([CH3:22])[C:15](=[O:21])[O:16][C:17]([CH3:20])([CH3:19])[CH3:18])[CH2:10][CH2:9]2)=[N:6][CH:7]=1.C([O-])(=O)C.[K+].[B:28]1([B:28]2[O:32][C:31]([CH3:34])([CH3:33])[C:30]([CH3:36])([CH3:35])[O:29]2)[O:32][C:31]([CH3:34])([CH3:33])[C:30]([CH3:36])([CH3:35])[O:29]1.C1(P(C2CCCCC2)C2C=CC=CC=2C2C(C(C)C)=CC(C(C)C)=CC=2C(C)C)CCCCC1. Product: [CH3:22][N:14]([CH:11]1[CH2:12][CH2:13][N:8]([C:5]2[N:4]=[CH:3][C:2]([B:28]3[O:32][C:31]([CH3:34])([CH3:33])[C:30]([CH3:36])([CH3:35])[O:29]3)=[CH:7][N:6]=2)[CH2:9][CH2:10]1)[C:15](=[O:21])[O:16][C:17]([CH3:20])([CH3:19])[CH3:18]. The catalyst class is: 62. (5) Reactant: [Cl:1][C:2]1[N:3]=[C:4](Cl)[C:5]2[CH:10]=[CH:9][S:8][C:6]=2[N:7]=1.[CH3:12][C@H:13]1[CH2:18][O:17][CH2:16][CH2:15][NH:14]1. Product: [Cl:1][C:2]1[N:3]=[C:4]([N:14]2[CH2:15][CH2:16][O:17][CH2:18][C@@H:13]2[CH3:12])[C:5]2[CH:10]=[CH:9][S:8][C:6]=2[N:7]=1. The catalyst class is: 5. (6) Reactant: [C@@H:1]1([NH:15]C(=O)OCC2C=CC=CC=2)[CH2:6][CH2:5][CH2:4][C@H:3]([NH:7][C:8](=[O:14])[O:9][C:10]([CH3:13])([CH3:12])[CH3:11])[CH2:2]1. Product: [NH2:15][C@H:1]1[CH2:6][CH2:5][CH2:4][C@@H:3]([NH:7][C:8](=[O:14])[O:9][C:10]([CH3:12])([CH3:11])[CH3:13])[CH2:2]1. The catalyst class is: 19. (7) Reactant: [C:1]([C:4]1[CH:5]=[C:6]([NH:10][S:11]([CH2:14][CH3:15])(=[O:13])=[O:12])[CH:7]=[CH:8][CH:9]=1)(=[O:3])[CH3:2].CO[CH:18](OC)[N:19]([CH3:21])[CH3:20]. Product: [CH3:18][N:19]([CH3:21])[CH:20]=[CH:2][C:1]([C:4]1[CH:5]=[C:6]([NH:10][S:11]([CH2:14][CH3:15])(=[O:12])=[O:13])[CH:7]=[CH:8][CH:9]=1)=[O:3]. The catalyst class is: 370. (8) Reactant: [CH3:1][C:2]1[C:11]([N+:12]([O-])=O)=[CH:10][C:9]2[C:4](=[CH:5][CH:6]=[CH:7][CH:8]=2)[N:3]=1.O.O.[Sn](Cl)Cl.[OH-].[Na+]. Product: [NH2:12][C:11]1[C:2]([CH3:1])=[N:3][C:4]2[C:9]([CH:10]=1)=[CH:8][CH:7]=[CH:6][CH:5]=2. The catalyst class is: 126. (9) Product: [OH:1][C@@H:2]([C:3]1[N:29]([C@H:30]2[CH2:35][CH2:34][CH2:33][N:32]([C:36]([O:38][C:39]([CH3:42])([CH3:41])[CH3:40])=[O:37])[CH2:31]2)[C:21]2=[C:22]3[S:28][CH:27]=[CH:26][C:23]3=[N:24][CH:25]=[C:20]2[N:5]=1)[CH3:6]. The catalyst class is: 214. Reactant: [OH:1][C@H:2]([CH3:6])[C:3]([NH2:5])=O.F[B-](F)(F)F.C([O+](CC)CC)C.N[C:20]1[C:21]([NH:29][C@H:30]2[CH2:35][CH2:34][CH2:33][N:32]([C:36]([O:38][C:39]([CH3:42])([CH3:41])[CH3:40])=[O:37])[CH2:31]2)=[C:22]2[S:28][CH:27]=[CH:26][C:23]2=[N:24][CH:25]=1. (10) Reactant: [C:1]([O:4][C:5]1[CH:10]=[CH:9][C:8]([C:11](Cl)=[O:12])=[CH:7][CH:6]=1)(=[O:3])[CH3:2].C(N(CC)CC)C.[CH3:21][S:22][C:23]1[S:27][C:26]([NH2:28])=[N:25][CH:24]=1. Product: [C:1]([O:4][C:5]1[CH:10]=[CH:9][C:8]([C:11](=[O:12])[NH:28][C:26]2[S:27][C:23]([S:22][CH3:21])=[CH:24][N:25]=2)=[CH:7][CH:6]=1)(=[O:3])[CH3:2]. The catalyst class is: 1.